From a dataset of Reaction yield outcomes from USPTO patents with 853,638 reactions. Predict the reaction yield, written as a fraction of the theoretical maximum amount of product (1.0 means a 100% yield; for example, 0.34 means a 34% yield). (1) The reactants are C([O:3][C:4]([C:6]1[N:7]([CH2:16][C:17]#[N:18])[C:8]2[C:13]([CH:14]=1)=[CH:12][C:11]([Br:15])=[CH:10][CH:9]=2)=[O:5])C.O[Li].O. The product is [Br:15][C:11]1[CH:12]=[C:13]2[C:8](=[CH:9][CH:10]=1)[N:7]([CH2:16][C:17]#[N:18])[C:6]([C:4]([OH:5])=[O:3])=[CH:14]2. The yield is 0.860. The catalyst is C1COCC1.O. (2) The reactants are [CH3:1][O:2][C:3]1[C:4]([N+:16]([O-:18])=[O:17])=[C:5]([CH:9]=[C:10]([O:14][CH3:15])[C:11]=1[O:12][CH3:13])[C:6]([OH:8])=O.C(Cl)(=O)C(Cl)=O.[NH2:25][C:26]1[CH:31]=[CH:30][C:29]([Br:32])=[CH:28][N:27]=1.N1C=CC=CC=1. The catalyst is ClCCl.CN(C)C=O. The product is [Br:32][C:29]1[CH:30]=[CH:31][C:26]([NH:25][C:6]([C:5]2[CH:9]=[C:10]([O:14][CH3:15])[C:11]([O:12][CH3:13])=[C:3]([O:2][CH3:1])[C:4]=2[N+:16]([O-:18])=[O:17])=[O:8])=[N:27][CH:28]=1. The yield is 0.980. (3) The reactants are Cl[C:2]1[N:7]2[N:8]=[CH:9][CH:10]=[C:6]2[N:5]=[C:4]([C:11]([O:13][CH3:14])=[O:12])[CH:3]=1.[F:15][C:16]1[CH:17]=[C:18]([CH:21]=[CH:22][C:23]=1[F:24])[CH2:19][NH2:20]. The catalyst is CN(C=O)C. The product is [F:15][C:16]1[CH:17]=[C:18]([CH:21]=[CH:22][C:23]=1[F:24])[CH2:19][NH:20][C:2]1[N:7]2[N:8]=[CH:9][CH:10]=[C:6]2[N:5]=[C:4]([C:11]([O:13][CH3:14])=[O:12])[CH:3]=1.[F:15][C:16]1[CH:17]=[C:18]([CH:21]=[CH:22][C:23]=1[F:24])[CH2:19][NH:20][C:11]([C:4]1[CH:3]=[C:2]([NH:20][CH2:19][C:18]2[CH:21]=[CH:22][C:23]([F:24])=[C:16]([F:15])[CH:17]=2)[N:7]2[N:8]=[CH:9][CH:10]=[C:6]2[N:5]=1)=[O:13]. The yield is 0.670. (4) The reactants are [CH:1]([Si:3]([Cl:6])([Cl:5])[Cl:4])=[CH2:2].[Cl:7][SiH2:8][Cl:9]. The catalyst is [CH-]=O.[CH-]=O.[C-]#[O+].[C-]#[O+].[C-]#[O+].[C-]#[O+].[C-]#[O+].[C-]#[O+].[Co].[Co+2]. The product is [Cl:4][Si:3]([Cl:6])([Cl:5])[CH2:1][CH2:2][SiH:8]([Cl:9])[Cl:7]. The yield is 0.930. (5) The reactants are [CH:1]([N:4]1[C:8]([C:9]2[N:10]=[C:11]3[C:17]4[CH:18]=[CH:19][C:20](B5OC(C)(C)C(C)(C)O5)=[CH:21][C:16]=4[O:15][CH2:14][CH2:13][N:12]3[CH:31]=2)=[N:7][CH:6]=[N:5]1)([CH3:3])[CH3:2].Br[C:33]1[N:34]=[CH:35][N:36]([CH2:38][C:39]([CH3:42])([OH:41])[CH3:40])[CH:37]=1.BrC1N(CC(C)(O)C)C=NC=1.COCCOC.C(=O)([O-])[O-].[Cs+].[Cs+].O. The catalyst is C1C=CC(P(C2C=CC=CC=2)[C-]2C=CC=C2)=CC=1.C1C=CC(P(C2C=CC=CC=2)[C-]2C=CC=C2)=CC=1.Cl[Pd]Cl.[Fe+2]. The product is [CH:1]([N:4]1[C:8]([C:9]2[N:10]=[C:11]3[C:17]4[CH:18]=[CH:19][C:20]([C:33]5[N:34]=[CH:35][N:36]([CH2:38][C:39]([CH3:42])([OH:41])[CH3:40])[CH:37]=5)=[CH:21][C:16]=4[O:15][CH2:14][CH2:13][N:12]3[CH:31]=2)=[N:7][CH:6]=[N:5]1)([CH3:3])[CH3:2]. The yield is 0.120.